Dataset: Full USPTO retrosynthesis dataset with 1.9M reactions from patents (1976-2016). Task: Predict the reactants needed to synthesize the given product. (1) Given the product [CH2:18]1[C:21]2([CH2:24][N:23]([C:2]3[N:11]=[CH:10][CH:9]=[CH:8][C:3]=3[C:4]([O:6][CH3:7])=[O:5])[CH2:22]2)[CH2:20][O:19]1, predict the reactants needed to synthesize it. The reactants are: F[C:2]1[N:11]=[CH:10][CH:9]=[CH:8][C:3]=1[C:4]([O:6][CH3:7])=[O:5].C(O)(=O)C(O)=O.[CH2:18]1[C:21]2([CH2:24][NH:23][CH2:22]2)[CH2:20][O:19]1.CN(C=O)C.C(N(CC)C(C)C)(C)C. (2) Given the product [F:7][C:8]1[CH:9]=[C:10]2[C:3]([CH3:4])=[C:2]([CH3:1])[NH:24][C:11]2=[C:12]([N:14]2[CH2:23][CH2:22][C:21]3[C:16](=[CH:17][CH:18]=[CH:19][CH:20]=3)[CH2:15]2)[N:13]=1, predict the reactants needed to synthesize it. The reactants are: [CH3:1][C:2]([Mg]Br)=[CH:3][CH3:4].[F:7][C:8]1[N:13]=[C:12]([N:14]2[CH2:23][CH2:22][C:21]3[C:16](=[CH:17][CH:18]=[CH:19][CH:20]=3)[CH2:15]2)[C:11]([N+:24]([O-])=O)=[CH:10][CH:9]=1.[Cl-].[NH4+]. (3) Given the product [NH2:32][CH2:31][CH2:30][CH2:29][O:27][N:26]=[C:6]1[C:7]2[C:16]3[C:11](=[CH:12][CH:13]=[CH:14][CH:15]=3)[N:10]=[C:9]([N:17]3[CH2:22][CH2:21][NH:20][CH2:19][CH2:18]3)[C:8]=2[C:23]2[CH:24]=[CH:25][C:3]([O:2][CH3:1])=[CH:4][C:5]1=2, predict the reactants needed to synthesize it. The reactants are: [CH3:1][O:2][C:3]1[CH:25]=[CH:24][C:23]2[C:8]3[C:9]([N:17]4[CH2:22][CH2:21][NH:20][CH2:19][CH2:18]4)=[N:10][C:11]4[C:16]([C:7]=3[C:6](=[N:26][OH:27])[C:5]=2[CH:4]=1)=[CH:15][CH:14]=[CH:13][CH:12]=4.Br[CH2:29][CH2:30][CH2:31][NH2:32].Br.COC1C=CC2C3C(N4CCNCC4)=NC4C(C=3C(=O)C=2C=1)=CC=CC=4.C(C1OC1)Cl. (4) The reactants are: [CH:1]([C:3]1[C:11]([O:12][CH3:13])=[CH:10][C:9]([CH3:14])=[C:8]2[C:4]=1[CH:5]=[CH:6][N:7]2[C:15]([O:17][C:18]([CH3:21])([CH3:20])[CH3:19])=[O:16])=O.[C:22](Br)(Br)([Br:24])[Br:23].C1C=CC(P(C2C=CC=CC=2)C2C=CC=CC=2)=CC=1. Given the product [Br:23][C:22]([Br:24])=[CH:1][C:3]1[C:11]([O:12][CH3:13])=[CH:10][C:9]([CH3:14])=[C:8]2[C:4]=1[CH:5]=[CH:6][N:7]2[C:15]([O:17][C:18]([CH3:21])([CH3:19])[CH3:20])=[O:16], predict the reactants needed to synthesize it. (5) Given the product [Cl:1][C:2]1[CH:3]=[C:4]([NH:10][C:11](=[O:12])[CH2:13][CH:14]([CH3:19])[CH2:15][C:16]([NH:47][C:48]2[CH:49]=[C:50]3[C:55](=[CH:56][CH:57]=2)[N:54]([CH2:58][CH2:59][C:60]#[N:61])[C:53](=[O:62])[N:52]([CH2:63][CH3:64])[C:51]3=[O:65])=[O:18])[CH:5]=[CH:6][C:7]=1[C:8]#[N:9], predict the reactants needed to synthesize it. The reactants are: [Cl:1][C:2]1[CH:3]=[C:4]([NH:10][C:11]([CH2:13][CH:14]([CH3:19])[CH2:15][C:16]([OH:18])=O)=[O:12])[CH:5]=[CH:6][C:7]=1[C:8]#[N:9].CCN(C(C)C)C(C)C.C(P1(=O)OP(CCC)(=O)OP(CCC)(=O)O1)CC.[NH2:47][C:48]1[CH:49]=[C:50]2[C:55](=[CH:56][CH:57]=1)[N:54]([CH2:58][CH2:59][C:60]#[N:61])[C:53](=[O:62])[N:52]([CH2:63][CH3:64])[C:51]2=[O:65]. (6) Given the product [F:25][C:19]1[CH:20]=[C:21]([F:24])[CH:22]=[CH:23][C:18]=1[O:17][C:3]1[C:4]([N+:14]([O-:16])=[O:15])=[C:5]([NH:8][CH2:9][C:10]([O:12][CH3:13])=[O:11])[CH:6]=[CH:7][C:2]=1[C:31]1[C:30]2[CH:42]=[N:43][N:44]([CH2:45][O:46][CH2:47][CH2:48][Si:49]([CH3:50])([CH3:52])[CH3:51])[C:29]=2[C:28](=[O:53])[N:27]([CH3:26])[CH:32]=1, predict the reactants needed to synthesize it. The reactants are: Br[C:2]1[CH:7]=[CH:6][C:5]([NH:8][CH2:9][C:10]([O:12][CH3:13])=[O:11])=[C:4]([N+:14]([O-:16])=[O:15])[C:3]=1[O:17][C:18]1[CH:23]=[CH:22][C:21]([F:24])=[CH:20][C:19]=1[F:25].[CH3:26][N:27]1[CH:32]=[C:31](B2OC(C)(C)C(C)(C)O2)[C:30]2[CH:42]=[N:43][N:44]([CH2:45][O:46][CH2:47][CH2:48][Si:49]([CH3:52])([CH3:51])[CH3:50])[C:29]=2[C:28]1=[O:53]. (7) Given the product [CH2:1]([O:8][C:9]1[CH:10]=[CH:11][C:12]([C@@H:20]([O:48][Si:49]([C:52]([CH3:55])([CH3:54])[CH3:53])([CH3:51])[CH3:50])[CH2:21][N:22]([C:56]([O:58][C:59]([CH3:62])([CH3:61])[CH3:60])=[O:57])[CH2:23][CH2:24][CH2:25][CH2:26][C:27]([NH:29][C:30]2[CH:31]=[C:32]([C:36]([OH:47])([C:41]3[CH:46]=[CH:45][CH:44]=[CH:43][CH:42]=3)[C:37]([O:39][CH3:40])=[O:38])[CH:33]=[CH:34][CH:35]=2)=[O:28])=[C:13]2[C:18]=1[NH:17][C:16](=[O:19])[CH:15]=[CH:14]2)[C:2]1[CH:7]=[CH:6][CH:5]=[CH:4][CH:3]=1, predict the reactants needed to synthesize it. The reactants are: [CH2:1]([O:8][C:9]1[CH:10]=[CH:11][C:12]([C@@H:20]([O:48][Si:49]([C:52]([CH3:55])([CH3:54])[CH3:53])([CH3:51])[CH3:50])[CH2:21][NH:22][CH2:23][CH2:24][CH2:25][CH2:26][C:27]([NH:29][C:30]2[CH:31]=[C:32]([C:36]([OH:47])([C:41]3[CH:46]=[CH:45][CH:44]=[CH:43][CH:42]=3)[C:37]([O:39][CH3:40])=[O:38])[CH:33]=[CH:34][CH:35]=2)=[O:28])=[C:13]2[C:18]=1[NH:17][C:16](=[O:19])[CH:15]=[CH:14]2)[C:2]1[CH:7]=[CH:6][CH:5]=[CH:4][CH:3]=1.[C:56](O[C:56]([O:58][C:59]([CH3:62])([CH3:61])[CH3:60])=[O:57])([O:58][C:59]([CH3:62])([CH3:61])[CH3:60])=[O:57].C([O-])(O)=O.[Na+].